Predict the reaction yield, written as a fraction of the theoretical maximum amount of product (1.0 means a 100% yield; for example, 0.34 means a 34% yield). From a dataset of Reaction yield outcomes from USPTO patents with 853,638 reactions. (1) The reactants are [O-]CC.[Na+].[Na].[C:6]([C:14]1[CH:15]=[C:16]([CH2:20][C:21]#[N:22])[CH:17]=[CH:18][CH:19]=1)(=[O:13])[C:7]1[CH:12]=[CH:11][CH:10]=[CH:9][CH:8]=1.[N:23](OCCC(C)C)=[O:24]. The catalyst is C(O)C.C(OCC)(=O)C. The product is [C:6]([C:14]1[CH:15]=[C:16]([C:20](=[N:23][OH:24])[C:21]#[N:22])[CH:17]=[CH:18][CH:19]=1)(=[O:13])[C:7]1[CH:8]=[CH:9][CH:10]=[CH:11][CH:12]=1. The yield is 0.990. (2) The reactants are [CH2:1]([N:3]([CH2:11][C:12]1[CH:13]=[N:14][CH:15]=[C:16]([C:19]2[CH:20]=[C:21]3[C:25](=[CH:26][CH:27]=2)[N:24]([CH:28]2[CH2:33][CH2:32][CH2:31][CH2:30][O:29]2)[N:23]=[C:22]3[C:34]2[NH:35][C:36]([C:39]([NH:41][CH2:42][C:43]3C=NC=CC=3)=[O:40])=[CH:37][N:38]=2)[C:17]=1[CH3:18])[C:4](=[O:10])[O:5][C:6]([CH3:9])([CH3:8])[CH3:7])[CH3:2].C(OC(N(CC1C(C)=C(C2C=C3C(=CC=2)N(C2CCCCO2)N=C3C2NC(C(O)=O)=CN=2)C=NC=1)CC)=O)(C)(C)C.C(N(C(C)C)CC)(C)C.C(N)C.C1COCC1.CN(C(ON1N=NC2C=CC=NC1=2)=[N+](C)C)C.F[P-](F)(F)(F)(F)F. The catalyst is C(Cl)Cl. The product is [CH2:1]([N:3]([CH2:11][C:12]1[CH:13]=[N:14][CH:15]=[C:16]([C:19]2[CH:20]=[C:21]3[C:25](=[CH:26][CH:27]=2)[N:24]([CH:28]2[CH2:33][CH2:32][CH2:31][CH2:30][O:29]2)[N:23]=[C:22]3[C:34]2[NH:35][C:36]([C:39]([NH:41][CH2:42][CH3:43])=[O:40])=[CH:37][N:38]=2)[C:17]=1[CH3:18])[C:4](=[O:10])[O:5][C:6]([CH3:9])([CH3:8])[CH3:7])[CH3:2]. The yield is 0.670. (3) The reactants are Cl.Cl.[C:3]1([CH2:9][N:10]2[CH2:15][CH2:14][CH:13]([NH:16][CH2:17][CH3:18])[CH2:12][CH2:11]2)[CH:8]=[CH:7][CH:6]=[CH:5][CH:4]=1.C(N(CC)C(C)C)(C)C.[CH3:28][S:29]([C:32]1[CH:37]=[CH:36][C:35]([CH2:38][C:39]([OH:41])=O)=[CH:34][CH:33]=1)(=[O:31])=[O:30].C1(N=C=NC2CCCCC2)CCCCC1. The catalyst is C(Cl)Cl.CN(C)C1C=CN=CC=1. The product is [C:3]1([CH2:9][N:10]2[CH2:15][CH2:14][CH:13]([N:16]([CH2:17][CH3:18])[C:39](=[O:41])[CH2:38][C:35]3[CH:34]=[CH:33][C:32]([S:29]([CH3:28])(=[O:30])=[O:31])=[CH:37][CH:36]=3)[CH2:12][CH2:11]2)[CH:4]=[CH:5][CH:6]=[CH:7][CH:8]=1. The yield is 0.760. (4) The reactants are [Cl:1][C:2]1[C:3]([N+:17]([O-:19])=[O:18])=[C:4]([C:8]2[NH:12][C:11]3[CH:13]=[CH:14][CH:15]=[CH:16][C:10]=3[N:9]=2)[CH:5]=[CH:6][CH:7]=1.[H-].[Na+].[CH2:22](Br)[CH:23]=[CH2:24]. The catalyst is C1COCC1. The product is [CH2:24]([N:12]1[C:11]2[CH:13]=[CH:14][CH:15]=[CH:16][C:10]=2[N:9]=[C:8]1[C:4]1[CH:5]=[CH:6][CH:7]=[C:2]([Cl:1])[C:3]=1[N+:17]([O-:19])=[O:18])[CH:23]=[CH2:22]. The yield is 0.980. (5) The reactants are Br[CH2:2][C:3]([NH:5][C@:6]12[CH2:41][CH2:40][C@@H:39]([C:42]([CH3:44])=[CH2:43])[C@@H:7]1[C@@H:8]1[C@@:21]([CH3:24])([CH2:22][CH2:23]2)[C@@:20]2([CH3:25])[C@@H:11]([C@:12]3([CH3:38])[C@@H:17]([CH2:18][CH2:19]2)[C:16]([CH3:27])([CH3:26])[C:15]([C:28]2[CH:37]=[CH:36][C:31]([C:32]([O:34][CH3:35])=[O:33])=[CH:30][CH:29]=2)=[CH:14][CH2:13]3)[CH2:10][CH2:9]1)=[O:4].C(N(CC)C(C)C)(C)C.Br.[C@H:55]12[CH2:61][C@H:58]([NH:59][CH2:60]1)[CH2:57][S:56]2(=[O:63])=[O:62]. The catalyst is C1COCC1.CO. The product is [O:62]=[S:56]1(=[O:63])[CH2:57][C@@H:58]2[CH2:61][C@H:55]1[CH2:60][N:59]2[CH2:2][C:3]([NH:5][C@:6]12[CH2:41][CH2:40][C@@H:39]([C:42]([CH3:44])=[CH2:43])[C@@H:7]1[C@@H:8]1[C@@:21]([CH3:24])([CH2:22][CH2:23]2)[C@@:20]2([CH3:25])[C@@H:11]([C@:12]3([CH3:38])[C@@H:17]([CH2:18][CH2:19]2)[C:16]([CH3:27])([CH3:26])[C:15]([C:28]2[CH:37]=[CH:36][C:31]([C:32]([O:34][CH3:35])=[O:33])=[CH:30][CH:29]=2)=[CH:14][CH2:13]3)[CH2:10][CH2:9]1)=[O:4]. The yield is 0.610. (6) The yield is 0.930. The reactants are C(OC([N:8]1[CH2:11][CH:10]([N:12]2[CH2:17][CH2:16][NH:15][C:14](=[O:18])[CH2:13]2)[CH2:9]1)=O)(C)(C)C.C(O)(C(F)(F)F)=O. The product is [NH:8]1[CH2:9][CH:10]([N:12]2[CH2:17][CH2:16][NH:15][C:14](=[O:18])[CH2:13]2)[CH2:11]1. The catalyst is C(Cl)Cl. (7) The reactants are [Br:1][C:2]1[CH:9]=[CH:8][C:5]([CH:6]=O)=[CH:4][CH:3]=1.[CH2:10]1[CH2:16][O:15][CH2:14][CH2:13][NH:12][CH2:11]1.Cl.C(O)(=O)C.C(O[BH-](OC(=O)C)OC(=O)C)(=O)C.[Na+]. The catalyst is ClC(Cl)C. The product is [Br:1][C:2]1[CH:9]=[CH:8][C:5]([CH2:6][N:12]2[CH2:11][CH2:10][CH2:16][O:15][CH2:14][CH2:13]2)=[CH:4][CH:3]=1. The yield is 0.850. (8) The reactants are [Br:1][C:2]1[CH:7]=[CH:6][C:5](F)=[C:4]([N+:9]([O-:11])=[O:10])[CH:3]=1.[F:12][C:13]([F:24])([F:23])[CH2:14][CH:15]([CH3:22])[CH2:16][NH:17][CH2:18][CH:19]([CH3:21])[CH3:20].O1CCCC1.CCN(C(C)C)C(C)C. The catalyst is CN1CCCC1=O.CCOCC. The product is [Br:1][C:2]1[CH:7]=[CH:6][C:5]([N:17]([CH2:18][CH:19]([CH3:21])[CH3:20])[CH2:16][CH:15]([CH3:22])[CH2:14][C:13]([F:12])([F:23])[F:24])=[C:4]([N+:9]([O-:11])=[O:10])[CH:3]=1. The yield is 0.860. (9) The reactants are C[O:2][C:3](=[O:29])[CH:4]=[CH:5][C:6]1[CH:11]=[CH:10][CH:9]=[C:8]([CH2:12][NH:13][S:14]([CH2:17][N:18]2[CH:22]=[C:21]([C:23]3[CH:28]=[CH:27][CH:26]=[CH:25][CH:24]=3)[N:20]=[N:19]2)(=[O:16])=[O:15])[CH:7]=1.[OH-].[Na+]. The catalyst is CO.O. The product is [C:23]1([C:21]2[N:20]=[N:19][N:18]([CH2:17][S:14]([NH:13][CH2:12][C:8]3[CH:7]=[C:6]([CH:5]=[CH:4][C:3]([OH:29])=[O:2])[CH:11]=[CH:10][CH:9]=3)(=[O:15])=[O:16])[CH:22]=2)[CH:28]=[CH:27][CH:26]=[CH:25][CH:24]=1. The yield is 0.860.